The task is: Predict the reactants needed to synthesize the given product.. This data is from Full USPTO retrosynthesis dataset with 1.9M reactions from patents (1976-2016). (1) Given the product [CH3:29][C@@H:30]1[C@H:34]([C:35]2[CH:40]=[CH:39][CH:38]=[CH:37][CH:36]=2)[O:33][C:32](=[O:41])[N:31]1[C:5](=[O:7])[CH2:4][CH2:3][C@H:2]([CH3:1])[CH2:8][CH2:9][CH2:10][CH2:11][CH3:12], predict the reactants needed to synthesize it. The reactants are: [CH3:1][C@H:2]([CH2:8][CH2:9][CH2:10][CH2:11][CH3:12])[CH2:3][CH2:4][C:5]([OH:7])=O.C(N(CC)CC)C.CC(C)(C)C(Cl)=O.[Li+].[Cl-].[CH3:29][C@@H:30]1[CH:34]([C:35]2[CH:40]=[CH:39][CH:38]=[CH:37][CH:36]=2)[O:33][C:32](=[O:41])[NH:31]1. (2) Given the product [NH2:1][C:2]([N:4]1[CH2:5][CH2:6][CH:7]([NH:10][C:11]2[C:16]([C:17]([OH:19])=[O:18])=[CH:15][N:14]=[C:13]3[N:22]([CH2:25][CH3:26])[N:23]=[CH:24][C:12]=23)[CH2:8][CH2:9]1)=[O:3], predict the reactants needed to synthesize it. The reactants are: [NH2:1][C:2]([N:4]1[CH2:9][CH2:8][CH:7]([NH:10][C:11]2[C:16]([C:17]([O:19]CC)=[O:18])=[CH:15][N:14]=[C:13]3[N:22]([CH2:25][CH3:26])[N:23]=[CH:24][C:12]=23)[CH2:6][CH2:5]1)=[O:3].[OH-].[Na+].NC(N)=O. (3) Given the product [CH2:34]([CH:36]1[C:41]2[CH:42]=[CH:43][S:44][C:40]=2[CH2:39][CH2:38][N:37]1[C:66](=[O:67])[CH2:65][CH2:64][CH2:63][CH:58]1[CH2:59][CH2:60][CH2:61][CH2:62][N:57]1[S:54]([C:50]1[C:51]([CH3:53])=[CH:52][C:47]([O:46][CH3:45])=[CH:48][C:49]=1[CH3:69])(=[O:56])=[O:55])[CH3:35], predict the reactants needed to synthesize it. The reactants are: C(N(C(C)C)C(C)C)C.O.ON1C2C=CC=CC=2N=N1.Cl.CN(C)CCCN=C=NCC.Cl.[CH2:34]([CH:36]1[C:41]2[CH:42]=[CH:43][S:44][C:40]=2[CH2:39][CH2:38][NH:37]1)[CH3:35].[CH3:45][O:46][C:47]1[CH:52]=[C:51]([CH3:53])[C:50]([S:54]([N:57]2[CH2:62][CH2:61][CH2:60][CH2:59][CH:58]2[CH2:63][CH2:64][CH2:65][C:66](O)=[O:67])(=[O:56])=[O:55])=[C:49]([CH3:69])[CH:48]=1. (4) Given the product [Cl:27][C:28]1[N:32]([CH3:33])[N:31]=[C:30]([CH3:34])[C:29]=1[S:35]([N:47]1[CH2:46][CH2:45][CH:44]([O:43][C:42]2[CH:50]=[CH:51][C:52]([Cl:54])=[CH:53][C:41]=2[Cl:40])[CH2:49][CH2:48]1)(=[O:37])=[O:36], predict the reactants needed to synthesize it. The reactants are: ClC1C=C(C=CC=1Cl)OC1CCN(S(C2C(C)=NN(C)C=2C)(=O)=O)CC1.[Cl:27][C:28]1[N:32]([CH3:33])[N:31]=[C:30]([CH3:34])[C:29]=1[S:35](Cl)(=[O:37])=[O:36].Cl.[Cl:40][C:41]1[CH:53]=[C:52]([Cl:54])[CH:51]=[CH:50][C:42]=1[O:43][CH:44]1[CH2:49][CH2:48][NH:47][CH2:46][CH2:45]1. (5) Given the product [C:1]([O:5][C:6]([N:8]1[CH2:13][CH2:12][CH:11]([N:14]2[C:18]3=[N:19][CH:20]=[N:21][C:22]([O:24][C:25]4[CH:30]=[CH:29][C:28]([C:31](=[O:33])[CH3:32])=[CH:27][CH:26]=4)=[C:17]3[CH:16]=[N:15]2)[CH2:10][CH2:9]1)=[O:7])([CH3:4])([CH3:3])[CH3:2], predict the reactants needed to synthesize it. The reactants are: [C:1]([O:5][C:6]([N:8]1[CH2:13][CH2:12][CH:11]([N:14]2[C:18]3=[N:19][CH:20]=[N:21][C:22](Cl)=[C:17]3[CH:16]=[N:15]2)[CH2:10][CH2:9]1)=[O:7])([CH3:4])([CH3:3])[CH3:2].[OH:24][C:25]1[CH:30]=[CH:29][C:28]([C:31](=[O:33])[CH3:32])=[CH:27][CH:26]=1. (6) Given the product [ClH:21].[Cl:21][C:22]1[CH:23]=[C:24]([C:28]2[CH2:33][CH2:32][N:31]([CH2:15][CH2:14][CH2:13][CH2:12][CH:5]3[C:4]4[C:8](=[CH:9][CH:10]=[C:2]([F:1])[CH:3]=4)[NH:7][C:6]3=[O:11])[CH2:30][CH:29]=2)[CH:25]=[CH:26][CH:27]=1, predict the reactants needed to synthesize it. The reactants are: [F:1][C:2]1[CH:3]=[C:4]2[C:8](=[CH:9][CH:10]=1)[NH:7][C:6](=[O:11])[CH:5]2[CH2:12][CH2:13][CH2:14][CH2:15]OS(C)(=O)=O.[Cl:21][C:22]1[CH:23]=[C:24]([C:28]2[CH2:29][CH2:30][NH:31][CH2:32][CH:33]=2)[CH:25]=[CH:26][CH:27]=1. (7) Given the product [F:18][C:17]1[CH:9]=[C:10]2[C:14](=[C:15]([C:19]#[N:20])[CH:16]=1)[NH:13][C:12]([CH3:29])=[C:11]2[CH3:30], predict the reactants needed to synthesize it. The reactants are: ClC1N=CC(C[C:9]2[C:17]([F:18])=[CH:16][C:15]([C:19]#[N:20])=[C:14]3[C:10]=2[C:11]([CH3:30])=[C:12]([CH3:29])[N:13]3COCC[Si](C)(C)C)=CC=1.[F-].C([N+](CCCC)(CCCC)CCCC)CCC. (8) Given the product [CH3:10][C:11]1[C:15]([CH2:16][O:17][C:18]2[CH:19]=[CH:20][C:21]([S:24]([NH:9][C:6]3[N:7]=[N:8][C:3]([O:2][CH3:1])=[CH:4][CH:5]=3)(=[O:26])=[O:25])=[CH:22][CH:23]=2)=[C:14]([CH3:28])[O:13][N:12]=1, predict the reactants needed to synthesize it. The reactants are: [CH3:1][O:2][C:3]1[N:8]=[N:7][C:6]([NH2:9])=[CH:5][CH:4]=1.[CH3:10][C:11]1[C:15]([CH2:16][O:17][C:18]2[CH:23]=[CH:22][C:21]([S:24](Cl)(=[O:26])=[O:25])=[CH:20][CH:19]=2)=[C:14]([CH3:28])[O:13][N:12]=1. (9) Given the product [C:1]([C:5]1[CH:6]=[CH:7][C:8]2[O:12][C:11]([C:13]3[CH:18]=[C:17]([N+:19]([O-:21])=[O:20])[CH:16]=[C:15]([CH2:22][O:23][C:49]4[CH:48]=[CH:47][CH:46]=[C:45]([Cl:44])[CH:50]=4)[CH:14]=3)=[N:10][C:9]=2[CH:24]=1)([CH3:4])([CH3:2])[CH3:3], predict the reactants needed to synthesize it. The reactants are: [C:1]([C:5]1[CH:6]=[CH:7][C:8]2[O:12][C:11]([C:13]3[CH:14]=[C:15]([CH2:22][OH:23])[CH:16]=[C:17]([N+:19]([O-:21])=[O:20])[CH:18]=3)=[N:10][C:9]=2[CH:24]=1)([CH3:4])([CH3:3])[CH3:2].C1C=CC(P(C2C=CC=CC=2)C2C=CC=CC=2)=CC=1.[Cl:44][C:45]1[CH:46]=[C:47](O)[CH:48]=[CH:49][CH:50]=1.N(C(OC(C)C)=O)=NC(OC(C)C)=O. (10) Given the product [CH3:32][O:31][C:28]([CH3:30])([CH3:29])[C:27]#[C:26][C:17]1[CH:18]=[C:19]2[C@:20]3([CH2:24][O:23][C:22]([NH2:25])=[N:21]3)[C:9]3[C:10](=[CH:11][CH:12]=[C:7]([C:37]4[CH:36]=[N:35][CH:40]=[CH:39][CH:38]=4)[CH:8]=3)[O:13][C:14]2=[N:15][CH:16]=1, predict the reactants needed to synthesize it. The reactants are: FC(F)(F)S(O[C:7]1[CH:8]=[C:9]2[C@@:20]3([CH2:24][O:23][C:22]([NH2:25])=[N:21]3)[C:19]3[C:14](=[N:15][CH:16]=[C:17]([C:26]#[C:27][C:28]([O:31][CH3:32])([CH3:30])[CH3:29])[CH:18]=3)[O:13][C:10]2=[CH:11][CH:12]=1)(=O)=O.[N:35]1[CH:40]=[CH:39][CH:38]=[C:37](B(O)O)[CH:36]=1.CN(C=O)C.C(=O)([O-])[O-].[K+].[K+].